This data is from Reaction yield outcomes from USPTO patents with 853,638 reactions. The task is: Predict the reaction yield, written as a fraction of the theoretical maximum amount of product (1.0 means a 100% yield; for example, 0.34 means a 34% yield). (1) No catalyst specified. The product is [BrH:15].[NH:16]=[C:17]1[N:21]([CH2:14][C:12]([C:9]2[CH:10]=[CH:11][C:6]([N:4]3[CH2:5][CH2:1][CH2:2][CH2:3]3)=[CH:7][CH:8]=2)=[O:13])[C:20]2[CH:22]=[CH:23][CH:24]=[CH:25][C:19]=2[S:18]1. The reactants are [CH2:1]1[CH2:5][N:4]([C:6]2[CH:11]=[CH:10][C:9]([C:12]([CH2:14][Br:15])=[O:13])=[CH:8][CH:7]=2)[CH2:3][CH2:2]1.[NH2:16][C:17]1[S:18][C:19]2[CH2:25][CH2:24][CH2:23][CH2:22][C:20]=2[N:21]=1. The yield is 0.430. (2) The reactants are C(O[C:5](=[O:7])[CH3:6])(=O)C.[CH3:8][C:9]1[C:18]2[C:13](=[C:14]([N+:19]([O-:21])=[O:20])[CH:15]=[CH:16][CH:17]=2)[CH:12]=[C:11]([NH2:22])[N:10]=1.C(N(CC)CC)C. The catalyst is C(Cl)Cl. The product is [CH3:8][C:9]1[C:18]2[C:13](=[C:14]([N+:19]([O-:21])=[O:20])[CH:15]=[CH:16][CH:17]=2)[CH:12]=[C:11]([NH:22][C:5](=[O:7])[CH3:6])[N:10]=1. The yield is 0.330. (3) The reactants are [Cl:1][C:2]1[C:10]2[N:9]=[C:8]3[N:11]([C:15]4[C:20]([Cl:21])=[CH:19][C:18]([Cl:22])=[CH:17][C:16]=4[Cl:23])[CH2:12][CH2:13][CH2:14][N:7]3[C:6]=2[C:5]([CH:24]([NH2:29])[C:25]([F:28])([F:27])[F:26])=[CH:4][CH:3]=1.C(N(CC)CC)C.[C:37](Cl)(=[O:39])[CH3:38]. The catalyst is O1CCCC1.C(=O)(O)[O-].[Na+]. The product is [Cl:1][C:2]1[C:10]2[N:9]=[C:8]3[N:11]([C:15]4[C:20]([Cl:21])=[CH:19][C:18]([Cl:22])=[CH:17][C:16]=4[Cl:23])[CH2:12][CH2:13][CH2:14][N:7]3[C:6]=2[C:5]([CH:24]([NH:29][C:37](=[O:39])[CH3:38])[C:25]([F:26])([F:27])[F:28])=[CH:4][CH:3]=1. The yield is 0.950. (4) The reactants are [F:1][C:2]([F:22])([F:21])[C:3]([N:5]1[CH2:10][CH2:9][CH:8]([C:11]2[CH:16]=[CH:15][C:14]([S:17](Cl)(=[O:19])=[O:18])=[CH:13][CH:12]=2)[CH2:7][CH2:6]1)=[O:4].[NH2:23][C:24]1[S:25][CH:26]=[CH:27][N:28]=1. The catalyst is N1C=CC=CC=1. The product is [S:25]1[CH:26]=[CH:27][N:28]=[C:24]1[NH:23][S:17]([C:14]1[CH:15]=[CH:16][C:11]([CH:8]2[CH2:9][CH2:10][N:5]([C:3](=[O:4])[C:2]([F:22])([F:21])[F:1])[CH2:6][CH2:7]2)=[CH:12][CH:13]=1)(=[O:19])=[O:18]. The yield is 0.500. (5) The yield is 0.490. The reactants are CO[CH2:3][N:4]([CH2:10][C:11]1[CH:16]=[CH:15][CH:14]=[CH:13][CH:12]=1)[CH2:5][Si](C)(C)C.[CH3:17][C:18](=[O:21])[C:19]#[CH:20].FC(F)(F)C(O)=O. The product is [CH2:10]([N:4]1[CH2:3][CH:20]=[C:19]([C:18](=[O:21])[CH3:17])[CH2:5]1)[C:11]1[CH:12]=[CH:13][CH:14]=[CH:15][CH:16]=1. The catalyst is C(Cl)Cl. (6) The yield is 0.430. The reactants are [ClH:1].NC(=O)[C@@H](N[C:12](=[O:32])[CH2:13][C:14]([NH:16][C:17]1[CH:22]=[CH:21][C:20]([O:23][C:24]2[CH:29]=[CH:28][N:27]=[C:26]([NH2:30])[CH:25]=2)=[C:19]([F:31])[CH:18]=1)=[O:15])C1C=CC=CC=1.Cl.[NH2:35][C@@H:36]([C:41]1[CH:46]=[CH:45][CH:44]=[CH:43][CH:42]=1)[C:37]([O:39][CH3:40])=[O:38]. No catalyst specified. The product is [ClH:1].[NH2:30][C:26]1[CH:25]=[C:24]([O:23][C:20]2[CH:21]=[CH:22][C:17]([NH:16][C:14](=[O:15])[CH2:13][C:12]([NH:35][C@@H:36]([C:41]3[CH:46]=[CH:45][CH:44]=[CH:43][CH:42]=3)[C:37]([O:39][CH3:40])=[O:38])=[O:32])=[CH:18][C:19]=2[F:31])[CH:29]=[CH:28][N:27]=1. (7) The reactants are [Cl:1][C:2]1[CH:26]=[CH:25][C:5]([CH2:6][CH:7]2[CH2:12][CH:11]([C:13](=[O:20])[CH2:14][C:15](OCC)=[O:16])[CH2:10][CH2:9][N:8]2[C:21]([O:23][CH3:24])=[O:22])=[CH:4][CH:3]=1.[OH-].[Na+].Cl.[NH2:30]O.Cl. The catalyst is CO.CO.O.O. The product is [Cl:1][C:2]1[CH:26]=[CH:25][C:5]([CH2:6][C@H:7]2[CH2:12][C@H:11]([C:13]3[O:20][NH:30][C:15](=[O:16])[CH:14]=3)[CH2:10][CH2:9][N:8]2[C:21]([O:23][CH3:24])=[O:22])=[CH:4][CH:3]=1. The yield is 0.380. (8) The reactants are CO[C:3]([C:5]1[C:13]2[C:8](=[CH:9][C:10]([C:14]3[CH:19]=[C:18]([F:20])[C:17]([O:21][CH3:22])=[CH:16][C:15]=3[CH2:23][C:24]([F:27])([F:26])[F:25])=[CH:11][CH:12]=2)[N:7](C2CCCCO2)[N:6]=1)=[NH:4].C(OC([N:41]1[CH2:46][CH2:45][C:44](OCC)(OCC)[CH:43]([NH2:53])[CH2:42]1)=O)(C)(C)C.C(O)(=O)C.[ClH:58]. The catalyst is C(O)C. The product is [ClH:58].[ClH:58].[ClH:58].[F:20][C:18]1[C:17]([O:21][CH3:22])=[CH:16][C:15]([CH2:23][C:24]([F:27])([F:26])[F:25])=[C:14]([C:10]2[CH:9]=[C:8]3[C:13]([C:5]([C:3]4[NH:53][C:43]5[CH2:42][NH:41][CH2:46][CH2:45][C:44]=5[N:4]=4)=[N:6][NH:7]3)=[CH:12][CH:11]=2)[CH:19]=1. The yield is 0.970.